Dataset: NCI-60 drug combinations with 297,098 pairs across 59 cell lines. Task: Regression. Given two drug SMILES strings and cell line genomic features, predict the synergy score measuring deviation from expected non-interaction effect. (1) Drug 1: CCC1=CC2CC(C3=C(CN(C2)C1)C4=CC=CC=C4N3)(C5=C(C=C6C(=C5)C78CCN9C7C(C=CC9)(C(C(C8N6C)(C(=O)OC)O)OC(=O)C)CC)OC)C(=O)OC.C(C(C(=O)O)O)(C(=O)O)O. Drug 2: CC1=CC=C(C=C1)C2=CC(=NN2C3=CC=C(C=C3)S(=O)(=O)N)C(F)(F)F. Cell line: CCRF-CEM. Synergy scores: CSS=55.0, Synergy_ZIP=0.497, Synergy_Bliss=4.37, Synergy_Loewe=3.03, Synergy_HSA=6.00. (2) Drug 1: C1=CC=C(C(=C1)C(C2=CC=C(C=C2)Cl)C(Cl)Cl)Cl. Drug 2: CS(=O)(=O)OCCCCOS(=O)(=O)C. Cell line: UO-31. Synergy scores: CSS=4.12, Synergy_ZIP=-0.633, Synergy_Bliss=2.04, Synergy_Loewe=1.56, Synergy_HSA=1.48.